Dataset: Catalyst prediction with 721,799 reactions and 888 catalyst types from USPTO. Task: Predict which catalyst facilitates the given reaction. (1) Reactant: [C:1]([O:5][C:6]([N:8]1[C@H:13]([C:14]([OH:16])=O)[C@H:12]2[CH2:17][C@@H:9]1[C@H:10]([OH:18])[CH2:11]2)=[O:7])([CH3:4])([CH3:3])[CH3:2].Cl.[NH:20]1[CH2:24][CH2:23][CH2:22][C@H:21]1[C:25]#[N:26].CN(C)CCCN=C=NCC. Product: [C:25]([C@@H:21]1[CH2:22][CH2:23][CH2:24][N:20]1[C:14]([C@@H:13]1[C@H:12]2[CH2:17][C@H:9]([C@H:10]([OH:18])[CH2:11]2)[N:8]1[C:6]([O:5][C:1]([CH3:2])([CH3:3])[CH3:4])=[O:7])=[O:16])#[N:26]. The catalyst class is: 9. (2) Reactant: Cl[CH2:2][C:3]([CH2:5][C:6](=O)[CH3:7])=[O:4].[C:9]([O-:12])(=O)[CH3:10].[NH4+:13]. Product: [CH3:10][C:9]1[O:12][C:5]([C:3](=[O:4])[CH3:2])=[C:6]([CH3:7])[N:13]=1. The catalyst class is: 15. (3) Product: [Br:1][C:2]1[CH:21]=[CH:20][C:5]([CH2:6][CH:7]2[CH2:11][CH2:10][N:9]([C@H:12]3[CH2:13][CH2:14][C@@H:15]([O:18][CH3:25])[CH2:16][CH2:17]3)[C:8]2=[O:19])=[C:4]([Cl:22])[CH:3]=1. The catalyst class is: 1. Reactant: [Br:1][C:2]1[CH:21]=[CH:20][C:5]([CH2:6][CH:7]2[CH2:11][CH2:10][N:9]([C@H:12]3[CH2:17][CH2:16][C@@H:15]([OH:18])[CH2:14][CH2:13]3)[C:8]2=[O:19])=[C:4]([Cl:22])[CH:3]=1.[H-].[Na+].[CH3:25]I. (4) Reactant: [N:1]1([C:11]([O:13][C:14]([CH3:17])([CH3:16])[CH3:15])=[O:12])[CH:5]=[C:4]([C:6](OCC)=[O:7])[CH:3]=[N:2]1.[H-].C([Al+]CC(C)C)C(C)C.C1(C)C=CC=CC=1.CO.O.O.O.O.C(C(C(C([O-])=O)O)O)([O-])=O.[Na+].[K+]. Product: [OH:7][CH2:6][C:4]1[CH:3]=[N:2][N:1]([C:11]([O:13][C:14]([CH3:17])([CH3:16])[CH3:15])=[O:12])[CH:5]=1. The catalyst class is: 27.